Dataset: Forward reaction prediction with 1.9M reactions from USPTO patents (1976-2016). Task: Predict the product of the given reaction. (1) Given the reactants Cl[C:2]1[C:3]2[CH:10]=[CH:9][NH:8][C:4]=2[N:5]=[C-:6][N:7]=1.[CH3:11][NH:12][CH:13]1[CH2:28][C@@H:16]2[CH2:17][N:18]([C:21]([O:23][C:24]([CH3:27])([CH3:26])[CH3:25])=[O:22])[CH2:19][CH2:20][C@@H:15]2[CH2:14]1.C(=O)([O-])[O-].[K+].[K+], predict the reaction product. The product is: [CH3:11][N:12]([C:2]1[C:3]2[CH:10]=[CH:9][NH:8][C:4]=2[N:5]=[CH:6][N:7]=1)[CH:13]1[CH2:28][C@H:16]2[CH2:17][N:18]([C:21]([O:23][C:24]([CH3:26])([CH3:25])[CH3:27])=[O:22])[CH2:19][CH2:20][C@H:15]2[CH2:14]1. (2) Given the reactants [F:1][C:2]1[CH:3]=[C:4]([CH:14]([NH:16][C:17]([C:19]2[N:20]=[C:21](Cl)[O:22][CH:23]=2)=[O:18])[CH3:15])[CH:5]=[C:6]([F:13])[C:7]=1[NH:8][S:9]([CH3:12])(=[O:11])=[O:10].[CH2:25]=[C:26]1[CH2:35][CH2:34][CH2:33][C:32]2[C:31]([OH:36])=[CH:30][CH:29]=[CH:28][C:27]1=2, predict the reaction product. The product is: [F:1][C:2]1[CH:3]=[C:4]([CH:14]([NH:16][C:17]([C:19]2[N:20]=[C:21]([O:36][C:31]3[C:32]4[CH2:33][CH2:34][CH2:35][C:26](=[CH2:25])[C:27]=4[CH:28]=[CH:29][CH:30]=3)[O:22][CH:23]=2)=[O:18])[CH3:15])[CH:5]=[C:6]([F:13])[C:7]=1[NH:8][S:9]([CH3:12])(=[O:11])=[O:10]. (3) The product is: [CH3:25][S:26]([O:1][CH2:2][C@@H:3]([NH:7][C:8]([O:9][CH2:10][C:11]1[CH:16]=[CH:15][CH:14]=[CH:13][CH:12]=1)=[O:17])[CH2:4][O:5][CH3:6])(=[O:28])=[O:27]. Given the reactants [OH:1][CH2:2][C@@H:3]([NH:7][C:8](=[O:17])[O:9][CH2:10][C:11]1[CH:16]=[CH:15][CH:14]=[CH:13][CH:12]=1)[CH2:4][O:5][CH3:6].C(N(CC)CC)C.[CH3:25][S:26](Cl)(=[O:28])=[O:27], predict the reaction product. (4) Given the reactants [C:1]([N:4]1[CH2:8][CH2:7][N:6]([C:9]2[CH:10]=[CH:11][C:12]([C:20]([N:22]3[CH2:27][CH2:26][N:25]([C:28]4[C:33]([CH3:34])=[CH:32][C:31]([CH3:35])=[CH:30][N:29]=4)[CH2:24][CH2:23]3)=[O:21])=[C:13]([NH:15][S:16]([CH3:19])(=[O:18])=[O:17])[CH:14]=2)[C:5]1=[O:36])(=[O:3])[CH3:2].[CH3:37]I, predict the reaction product. The product is: [C:1]([N:4]1[CH2:8][CH2:7][N:6]([C:9]2[CH:10]=[CH:11][C:12]([C:20]([N:22]3[CH2:23][CH2:24][N:25]([C:28]4[C:33]([CH3:34])=[CH:32][C:31]([CH3:35])=[CH:30][N:29]=4)[CH2:26][CH2:27]3)=[O:21])=[C:13]([N:15]([CH3:37])[S:16]([CH3:19])(=[O:18])=[O:17])[CH:14]=2)[C:5]1=[O:36])(=[O:3])[CH3:2].